Dataset: Choline transporter screen with 302,306 compounds. Task: Binary Classification. Given a drug SMILES string, predict its activity (active/inactive) in a high-throughput screening assay against a specified biological target. The drug is OC(C[N+](C)(C)C)CC([O-])=O. The result is 0 (inactive).